From a dataset of Reaction yield outcomes from USPTO patents with 853,638 reactions. Predict the reaction yield, written as a fraction of the theoretical maximum amount of product (1.0 means a 100% yield; for example, 0.34 means a 34% yield). (1) The reactants are [N:1]1[CH:6]=[CH:5][C:4]([CH:7]2[NH:19][C:17]3[C:18]4[C:9](=[N:10][NH:11][C:12](=[O:20])[C:13]=4[CH:14]=[CH:15][CH:16]=3)[CH:8]2[C:21]2[CH:26]=[CH:25][N:24]=[CH:23][CH:22]=2)=[CH:3][CH:2]=1. The catalyst is [Pt](=O)=O. The product is [NH:24]1[CH2:25][CH2:26][CH:21]([CH:8]2[C:9]3=[N:10][NH:11][C:12](=[O:20])[C:13]4[CH:14]=[CH:15][CH:16]=[C:17]([C:18]=43)[NH:19][CH:7]2[C:4]2[CH:3]=[CH:2][N:1]=[CH:6][CH:5]=2)[CH2:22][CH2:23]1. The yield is 0.160. (2) The reactants are [Cl:1][C:2]1[C:3]([NH:17][CH:18]2[CH2:25][CH:21]3[CH2:22][NH:23][CH2:24][CH:20]3[CH2:19]2)=[N:4][C:5]([NH:8][C:9]2[CH:13]=[C:12]([CH:14]3[CH2:16][CH2:15]3)[NH:11][N:10]=2)=[N:6][CH:7]=1.CCN(CC)CC.[C:33](OC(=O)C)(=[O:35])[CH3:34]. The catalyst is C(Cl)Cl. The product is [Cl:1][C:2]1[C:3]([NH:17][CH:18]2[CH2:25][CH:21]3[CH2:22][N:23]([C:33](=[O:35])[CH3:34])[CH2:24][CH:20]3[CH2:19]2)=[N:4][C:5]([NH:8][C:9]2[CH:13]=[C:12]([CH:14]3[CH2:15][CH2:16]3)[NH:11][N:10]=2)=[N:6][CH:7]=1. The yield is 0.461. (3) The reactants are Br[C:2]1[CH:3]=[CH:4][C:5]([O:8][C:9]2[CH:14]=[CH:13][CH:12]=[CH:11][CH:10]=2)=[N:6][CH:7]=1.C([Li])CCC.CN(C)[CH:22]=[O:23].[BH4-].[Na+]. The catalyst is O.CO.C(OCC)C. The product is [O:8]([C:5]1[N:6]=[CH:7][C:2]([CH2:22][OH:23])=[CH:3][CH:4]=1)[C:9]1[CH:14]=[CH:13][CH:12]=[CH:11][CH:10]=1. The yield is 0.665.